Dataset: Reaction yield outcomes from USPTO patents with 853,638 reactions. Task: Predict the reaction yield, written as a fraction of the theoretical maximum amount of product (1.0 means a 100% yield; for example, 0.34 means a 34% yield). (1) The reactants are [C:1]([CH2:3][C:4]([CH:6]1[CH2:10][CH2:9][N:8]([C:11]([O:13][CH2:14][C:15]2[CH:20]=[CH:19][CH:18]=[CH:17][CH:16]=2)=[O:12])[CH2:7]1)=O)#[N:2].[CH3:21][NH:22][NH2:23]. The catalyst is C(O)C. The product is [NH2:2][C:1]1[N:22]([CH3:21])[N:23]=[C:4]([CH:6]2[CH2:10][CH2:9][N:8]([C:11]([O:13][CH2:14][C:15]3[CH:20]=[CH:19][CH:18]=[CH:17][CH:16]=3)=[O:12])[CH2:7]2)[CH:3]=1. The yield is 0.850. (2) The reactants are Br[C:2]1[S:10][C:9]2[C:4](=[N:5][CH:6]=[CH:7][C:8]=2[O:11][C:12]2[CH:17]=[CH:16][C:15]([N+:18]([O-:20])=[O:19])=[CH:14][C:13]=2[F:21])[CH:3]=1.[CH2:22]([N:25]1[CH2:30][CH2:29][O:28][CH2:27][CH2:26]1)[C:23]#[CH:24].C(N(CC)CC)C. The catalyst is C1COCC1.[Cu]I.Cl[Pd](Cl)([P](C1C=CC=CC=1)(C1C=CC=CC=1)C1C=CC=CC=1)[P](C1C=CC=CC=1)(C1C=CC=CC=1)C1C=CC=CC=1. The product is [F:21][C:13]1[CH:14]=[C:15]([N+:18]([O-:20])=[O:19])[CH:16]=[CH:17][C:12]=1[O:11][C:8]1[CH:7]=[CH:6][N:5]=[C:4]2[CH:3]=[C:2]([C:24]#[C:23][CH2:22][N:25]3[CH2:30][CH2:29][O:28][CH2:27][CH2:26]3)[S:10][C:9]=12. The yield is 0.790. (3) The reactants are [C:1]1([C@H:7]([N:9]2[C:13](=[O:14])[CH2:12][C@@H:11]([C:15]([OH:17])=O)[CH2:10]2)[CH3:8])[CH:6]=[CH:5][CH:4]=[CH:3][CH:2]=1.[C:18](Cl)(=[O:22])C(Cl)=O.[CH2:24]([N:26](CC)CC)C. The catalyst is CN(C)C=O.ClCCl. The product is [CH3:24][N:26]([O:22][CH3:18])[C:15]([C@@H:11]1[CH2:12][C:13](=[O:14])[N:9]([C@@H:7]([C:1]2[CH:2]=[CH:3][CH:4]=[CH:5][CH:6]=2)[CH3:8])[CH2:10]1)=[O:17]. The yield is 0.820.